Dataset: Full USPTO retrosynthesis dataset with 1.9M reactions from patents (1976-2016). Task: Predict the reactants needed to synthesize the given product. (1) Given the product [OH:4][CH2:5][C@@H:6]([N:12]([CH3:35])[C:13]([C:15]1[CH:16]=[C:17]2[C:25](=[CH:26][CH:27]=1)[N:24]([CH3:28])[C:23]1[CH2:22][CH2:21][C@@H:20]([CH:29]3[CH2:34][CH2:33][O:32][CH2:31][CH2:30]3)[CH2:19][C:18]2=1)=[O:14])[CH2:7][CH2:8][C:9]([NH:41][CH:39]1[CH2:40][O:37][CH2:38]1)=[O:11], predict the reactants needed to synthesize it. The reactants are: C([O:4][CH2:5][C@@H:6]([N:12]([CH3:35])[C:13]([C:15]1[CH:16]=[C:17]2[C:25](=[CH:26][CH:27]=1)[N:24]([CH3:28])[C:23]1[CH2:22][CH2:21][C@@H:20]([CH:29]3[CH2:34][CH2:33][O:32][CH2:31][CH2:30]3)[CH2:19][C:18]2=1)=[O:14])[CH2:7][CH2:8][C:9]([OH:11])=O)(=O)C.Cl.[O:37]1[CH2:40][CH:39]([NH2:41])[CH2:38]1.F[P-](F)(F)(F)(F)F.N1(OC(N(C)C)=[N+](C)C)C2N=CC=CC=2N=N1.C[O-].[Na+]. (2) Given the product [NH2:9][C:10]1[S:11][C:12]([Br:1])=[C:13]([C:15](=[O:21])[C:16]([O:18][CH2:19][CH3:20])=[O:17])[N:14]=1, predict the reactants needed to synthesize it. The reactants are: [Br:1]N1C(=O)CCC1=O.[NH2:9][C:10]1[S:11][CH:12]=[C:13]([C:15](=[O:21])[C:16]([O:18][CH2:19][CH3:20])=[O:17])[N:14]=1. (3) The reactants are: [CH2:1]([O:8][C:9]1[CH:10]=[CH:11][C:12](=[O:15])[NH:13][CH:14]=1)[C:2]1[CH:7]=[CH:6][CH:5]=[CH:4][CH:3]=1.[CH2:16]([NH:23][C:24]([C:26]1[S:30][C:29](Br)=[N:28][C:27]=1[CH3:32])=[O:25])[C:17]1[CH:22]=[CH:21][CH:20]=[CH:19][CH:18]=1. Given the product [CH2:16]([NH:23][C:24]([C:26]1[S:30][C:29]([N:13]2[CH:14]=[C:9]([O:8][CH2:1][C:2]3[CH:3]=[CH:4][CH:5]=[CH:6][CH:7]=3)[CH:10]=[CH:11][C:12]2=[O:15])=[N:28][C:27]=1[CH3:32])=[O:25])[C:17]1[CH:18]=[CH:19][CH:20]=[CH:21][CH:22]=1, predict the reactants needed to synthesize it. (4) Given the product [NH2:30][CH2:29][C:25]1[CH:24]=[C:23]([CH:28]=[CH:27][CH:26]=1)[CH2:31][NH:32][C:2]1[N:11]=[C:10]([NH:18][CH2:17][C:16]2[CH:19]=[CH:20][C:21]([F:22])=[C:14]([F:13])[CH:15]=2)[C:9]2[C:4](=[CH:5][CH:6]=[CH:7][CH:8]=2)[N:3]=1, predict the reactants needed to synthesize it. The reactants are: Cl[C:2]1[N:11]=[C:10](Cl)[C:9]2[C:4](=[CH:5][CH:6]=[CH:7][CH:8]=2)[N:3]=1.[F:13][C:14]1[CH:15]=[C:16]([CH:19]=[CH:20][C:21]=1[F:22])[CH2:17][NH2:18].[C:23]1([CH2:31][NH2:32])[CH:28]=[CH:27][CH:26]=[C:25]([CH2:29][NH2:30])[CH:24]=1.